This data is from Forward reaction prediction with 1.9M reactions from USPTO patents (1976-2016). The task is: Predict the product of the given reaction. (1) Given the reactants [Na].[C:2]1([S:8](O)(=[O:10])=[O:9])[CH:7]=[CH:6][CH:5]=[CH:4][CH:3]=1.[C:12]1(=[O:18])[CH2:17][CH2:16][CH2:15][CH:14]=[CH:13]1.Cl, predict the reaction product. The product is: [C:2]1([S:8]([CH:14]2[CH2:15][CH2:16][CH2:17][C:12](=[O:18])[CH2:13]2)(=[O:10])=[O:9])[CH:7]=[CH:6][CH:5]=[CH:4][CH:3]=1. (2) Given the reactants [OH:1][C:2]([C:4]([F:7])([F:6])[F:5])=[O:3].C([N:15]1[CH2:24][CH2:23][C:22]2[C:17](=[N:18][C:19]([N:30]3[CH2:35][CH2:34][CH:33]([O:36][C:37]4[CH:42]=[CH:41][C:40]([O:43][CH3:44])=[CH:39][C:38]=4[F:45])[CH2:32][CH2:31]3)=[C:20]([NH:25][CH:26]3[CH2:29][CH2:28][CH2:27]3)[N:21]=2)[CH2:16]1)C1C=CC=CC=1, predict the reaction product. The product is: [CH:26]1([NH:25][C:20]2[N:21]=[C:22]3[CH2:23][CH2:24][NH:15][CH2:16][C:17]3=[N:18][C:19]=2[N:30]2[CH2:31][CH2:32][CH:33]([O:36][C:37]3[CH:42]=[CH:41][C:40]([O:43][CH3:44])=[CH:39][C:38]=3[F:45])[CH2:34][CH2:35]2)[CH2:29][CH2:28][CH2:27]1.[C:2]([OH:3])([C:4]([F:7])([F:6])[F:5])=[O:1]. (3) Given the reactants [N:1]([CH2:4][C@H:5]1[O:9][C@@H:8]([N:10]2[CH:17]=[CH:16][C:14](=[O:15])[NH:13][C:11]2=[O:12])[C@H:7]([OH:18])[C@@H:6]1[OH:19])=[N+]=[N-], predict the reaction product. The product is: [NH2:1][CH2:4][C@H:5]1[O:9][C@@H:8]([N:10]2[CH:17]=[CH:16][C:14](=[O:15])[NH:13][C:11]2=[O:12])[C@H:7]([OH:18])[C@@H:6]1[OH:19]. (4) Given the reactants [Cl:1][C:2]1C2C(=O)N[C@H]3CN(C(OC(C)(C)C)=O)C[C@@H]3C=2C(CC)=CC=1.[Cl:25][C:26]1[C:35]2[C:34](=[O:36])[NH:33][C@@H:32]3[CH2:37][N:38](C(OC(C)(C)C)=O)[CH2:39][C@H:31]3[C:30]=2[C:29]([CH2:47][CH3:48])=[CH:28][CH:27]=1, predict the reaction product. The product is: [ClH:1].[Cl:25][C:26]1[C:35]2[C:34](=[O:36])[N:33]([CH3:2])[C@H:32]3[CH2:37][NH:38][CH2:39][C@@H:31]3[C:30]=2[C:29]([CH2:47][CH3:48])=[CH:28][CH:27]=1. (5) Given the reactants [Cl:1][C:2]1[CH:22]=[CH:21][C:5]([CH2:6][N:7]2[C:15]3[C:10](=[CH:11][CH:12]=[CH:13][CH:14]=3)[C:9]([C:16]([O:18][CH2:19][CH3:20])=[O:17])=[N:8]2)=[C:4](C)[CH:3]=1.[Cl:24]C1C=C(Cl)C=CC=1CN1C2C(=CC=CC=2)C(C(O)=O)=N1.ClC1C=CC(CN2C3C(=CC=CC=3)C(C(O)=O)=N2)=C(C)C=1, predict the reaction product. The product is: [Cl:24][C:4]1[CH:3]=[C:2]([Cl:1])[CH:22]=[CH:21][C:5]=1[CH2:6][N:7]1[C:15]2[C:10](=[CH:11][CH:12]=[CH:13][CH:14]=2)[C:9]([C:16]([O:18][CH2:19][CH3:20])=[O:17])=[N:8]1. (6) The product is: [NH2:1][C:2]1[C:3]2[C:10]([C:11]3[CH:16]=[CH:15][CH:14]=[C:13]([O:17][CH2:18][C:19]4[CH:20]=[CH:21][CH:22]=[CH:23][CH:24]=4)[CH:12]=3)=[C:9]([CH3:25])[N:8]([C@@H:26]3[CH2:27][C@H:28]([CH2:30][N:43]4[CH2:49][CH2:48][CH2:47][C@@H:44]4[CH2:45][OH:46])[CH2:29]3)[C:4]=2[N:5]=[CH:6][N:7]=1. Given the reactants [NH2:1][C:2]1[C:3]2[C:10]([C:11]3[CH:16]=[CH:15][CH:14]=[C:13]([O:17][CH2:18][C:19]4[CH:24]=[CH:23][CH:22]=[CH:21][CH:20]=4)[CH:12]=3)=[C:9]([CH3:25])[N:8]([C@@H:26]3[CH2:29][C@H:28]([CH2:30]O)[CH2:27]3)[C:4]=2[N:5]=[CH:6][N:7]=1.C1(C)C=CC(S(Cl)(=O)=O)=CC=1.[NH:43]1[CH2:49][CH2:48][CH2:47][C@@H:44]1[CH2:45][OH:46], predict the reaction product. (7) Given the reactants [F:1][C:2]1[CH:3]=[C:4]([N+:9]([O-:11])=[O:10])[CH:5]=[CH:6][C:7]=1F.[CH3:12][N:13]1[CH2:18][CH2:17][NH:16][CH2:15][CH2:14]1, predict the reaction product. The product is: [F:1][C:2]1[CH:3]=[C:4]([N+:9]([O-:11])=[O:10])[CH:5]=[CH:6][C:7]=1[N:16]1[CH2:17][CH2:18][N:13]([CH3:12])[CH2:14][CH2:15]1. (8) Given the reactants [CH3:1][CH:2]1[CH2:7][CH2:6][CH2:5][CH2:4][N:3]1[CH2:8][CH2:9][CH2:10][O:11][C:12]1[CH:17]=[CH:16][C:15]([N:18]2[CH2:23][CH2:22][N:21](C(OC(C)(C)C)=O)[CH2:20][CH2:19]2)=[CH:14][CH:13]=1.FC(F)(F)C(O)=O.C(=O)(O)[O-].[Na+], predict the reaction product. The product is: [CH3:1][CH:2]1[CH2:7][CH2:6][CH2:5][CH2:4][N:3]1[CH2:8][CH2:9][CH2:10][O:11][C:12]1[CH:17]=[CH:16][C:15]([N:18]2[CH2:23][CH2:22][NH:21][CH2:20][CH2:19]2)=[CH:14][CH:13]=1. (9) Given the reactants [CH2:1]([O:8][C:9]([N:11]([CH2:21][C:22]1[CH:27]=[CH:26][CH:25]=[CH:24][C:23]=1Br)[CH:12]([CH3:20])[C:13]([O:15][C:16]([CH3:19])([CH3:18])[CH3:17])=[O:14])=[O:10])[C:2]1[CH:7]=[CH:6][CH:5]=[CH:4][CH:3]=1.C1(P(C2C=CC=CC=2)C2C=CC=CC=2C2C=CC=CC=2N(C)C)C=CC=CC=1.CC(C)([O-])C.[Li+], predict the reaction product. The product is: [CH3:20][C:12]1([C:13]([O:15][C:16]([CH3:19])([CH3:18])[CH3:17])=[O:14])[C:27]2[C:22](=[CH:23][CH:24]=[CH:25][CH:26]=2)[CH2:21][N:11]1[C:9]([O:8][CH2:1][C:2]1[CH:7]=[CH:6][CH:5]=[CH:4][CH:3]=1)=[O:10]. (10) Given the reactants [C:1]([C:4]1[N:5]=[C:6]([N:9]2[CH2:12][CH:11]([S:13][C:14]3[C@H:15]([CH3:45])[C@@H:16]4[C@@H:33]([C@H:34]([O:36][Si:37]([C:40]([CH3:43])([CH3:42])[CH3:41])([CH3:39])[CH3:38])[CH3:35])[C:32](=[O:44])[N:17]4[C:18]=3[C:19]([O:21][CH2:22][C:23]3[CH:28]=[CH:27][C:26]([N+:29]([O-:31])=[O:30])=[CH:25][CH:24]=3)=[O:20])[CH2:10]2)[S:7][CH:8]=1)([OH:3])=O.[Si:46]([O:63][CH:64]1[CH2:67][NH:66][CH2:65]1)([C:59]([CH3:62])([CH3:61])[CH3:60])([C:53]1[CH:58]=[CH:57][CH:56]=[CH:55][CH:54]=1)[C:47]1[CH:52]=[CH:51][CH:50]=[CH:49][CH:48]=1.C(P(C#N)(CC)=O)C.C(N(CC)CC)C, predict the reaction product. The product is: [Si:46]([O:63][CH:64]1[CH2:65][N:66]([C:1]([C:4]2[N:5]=[C:6]([N:9]3[CH2:10][CH:11]([S:13][C:14]4[C@H:15]([CH3:45])[C@@H:16]5[C@@H:33]([C@H:34]([O:36][Si:37]([C:40]([CH3:43])([CH3:42])[CH3:41])([CH3:38])[CH3:39])[CH3:35])[C:32](=[O:44])[N:17]5[C:18]=4[C:19]([O:21][CH2:22][C:23]4[CH:28]=[CH:27][C:26]([N+:29]([O-:31])=[O:30])=[CH:25][CH:24]=4)=[O:20])[CH2:12]3)[S:7][CH:8]=2)=[O:3])[CH2:67]1)([C:59]([CH3:62])([CH3:60])[CH3:61])([C:47]1[CH:52]=[CH:51][CH:50]=[CH:49][CH:48]=1)[C:53]1[CH:54]=[CH:55][CH:56]=[CH:57][CH:58]=1.